From a dataset of NCI-60 drug combinations with 297,098 pairs across 59 cell lines. Regression. Given two drug SMILES strings and cell line genomic features, predict the synergy score measuring deviation from expected non-interaction effect. (1) Drug 1: C1CCC(CC1)NC(=O)N(CCCl)N=O. Drug 2: C1=NC(=NC(=O)N1C2C(C(C(O2)CO)O)O)N. Cell line: SR. Synergy scores: CSS=61.5, Synergy_ZIP=0.0972, Synergy_Bliss=-0.144, Synergy_Loewe=3.06, Synergy_HSA=3.94. (2) Cell line: NCI/ADR-RES. Synergy scores: CSS=0.698, Synergy_ZIP=-0.357, Synergy_Bliss=-0.0552, Synergy_Loewe=-1.41, Synergy_HSA=-1.68. Drug 1: CC(CN1CC(=O)NC(=O)C1)N2CC(=O)NC(=O)C2. Drug 2: CC1=C(C=C(C=C1)C(=O)NC2=CC(=CC(=C2)C(F)(F)F)N3C=C(N=C3)C)NC4=NC=CC(=N4)C5=CN=CC=C5. (3) Drug 1: CC1=C(C=C(C=C1)NC2=NC=CC(=N2)N(C)C3=CC4=NN(C(=C4C=C3)C)C)S(=O)(=O)N.Cl. Drug 2: CC1=C(N=C(N=C1N)C(CC(=O)N)NCC(C(=O)N)N)C(=O)NC(C(C2=CN=CN2)OC3C(C(C(C(O3)CO)O)O)OC4C(C(C(C(O4)CO)O)OC(=O)N)O)C(=O)NC(C)C(C(C)C(=O)NC(C(C)O)C(=O)NCCC5=NC(=CS5)C6=NC(=CS6)C(=O)NCCC[S+](C)C)O. Cell line: SN12C. Synergy scores: CSS=1.69, Synergy_ZIP=-2.95, Synergy_Bliss=-4.74, Synergy_Loewe=-9.31, Synergy_HSA=-3.38. (4) Drug 1: C1=CC=C(C(=C1)C(C2=CC=C(C=C2)Cl)C(Cl)Cl)Cl. Drug 2: CC(C)NC(=O)C1=CC=C(C=C1)CNNC.Cl. Cell line: MCF7. Synergy scores: CSS=-1.59, Synergy_ZIP=-0.871, Synergy_Bliss=-3.09, Synergy_Loewe=-3.03, Synergy_HSA=-2.77. (5) Drug 1: C1CC(C1)(C(=O)O)C(=O)O.[NH2-].[NH2-].[Pt+2]. Drug 2: CC1C(C(CC(O1)OC2CC(CC3=C2C(=C4C(=C3O)C(=O)C5=C(C4=O)C(=CC=C5)OC)O)(C(=O)CO)O)N)O.Cl. Cell line: OVCAR-8. Synergy scores: CSS=28.4, Synergy_ZIP=-2.75, Synergy_Bliss=-1.23, Synergy_Loewe=-5.25, Synergy_HSA=1.05.